From a dataset of Reaction yield outcomes from USPTO patents with 853,638 reactions. Predict the reaction yield, written as a fraction of the theoretical maximum amount of product (1.0 means a 100% yield; for example, 0.34 means a 34% yield). (1) The reactants are [CH3:1][O:2][C:3]1[C:8]([C:9](=O)[CH2:10][C:11]([O:13][CH2:14][CH3:15])=[O:12])=[CH:7][CH:6]=[C:5]([O:17][CH3:18])[N:4]=1.[NH2:19][CH2:20][CH2:21][OH:22].C(O)(=O)C. The catalyst is CCO. The product is [CH3:1][O:2][C:3]1[C:8](/[C:9](/[NH:19][CH2:20][CH2:21][OH:22])=[CH:10]/[C:11]([O:13][CH2:14][CH3:15])=[O:12])=[CH:7][CH:6]=[C:5]([O:17][CH3:18])[N:4]=1. The yield is 0.980. (2) The reactants are [F:1][C:2]1[CH:7]=[CH:6][CH:5]=[CH:4][C:3]=1[N:8]1[CH2:13][CH2:12][N:11]([CH2:14][CH2:15][NH2:16])[CH2:10][CH2:9]1.[CH:17]1([C:23]2[CH:28]=[CH:27][C:26]([C:29]3[N:33]([C:34]4[CH:39]=[CH:38][CH:37]=[CH:36][CH:35]=4)[N:32]=[C:31]([CH:40]=O)[CH:30]=3)=[CH:25][CH:24]=2)[CH2:22][CH2:21][CH2:20][CH2:19][CH2:18]1. No catalyst specified. The product is [CH:17]1([C:23]2[CH:28]=[CH:27][C:26]([C:29]3[N:33]([C:34]4[CH:39]=[CH:38][CH:37]=[CH:36][CH:35]=4)[N:32]=[C:31]([CH2:40][NH:16][CH2:15][CH2:14][N:11]4[CH2:10][CH2:9][N:8]([C:3]5[CH:4]=[CH:5][CH:6]=[CH:7][C:2]=5[F:1])[CH2:13][CH2:12]4)[CH:30]=3)=[CH:25][CH:24]=2)[CH2:18][CH2:19][CH2:20][CH2:21][CH2:22]1. The yield is 0.648. (3) The reactants are [CH3:1][N:2]1[CH:6]=[C:5]([S:7]([N:10]2[CH2:19][CH2:18][C:17]3[C:12](=[CH:13][C:14]([CH:20]([CH2:23][C:24]4[CH:29]=[CH:28][CH:27]=[CH:26][CH:25]=4)[C:21]#[N:22])=[CH:15][CH:16]=3)[CH2:11]2)(=[O:9])=[O:8])[N:4]=[CH:3]1. The catalyst is C1COCC1.C(Cl)Cl. The product is [CH3:1][N:2]1[CH:6]=[C:5]([S:7]([N:10]2[CH2:19][CH2:18][C:17]3[C:12](=[CH:13][C:14]([CH:20]([CH2:23][C:24]4[CH:29]=[CH:28][CH:27]=[CH:26][CH:25]=4)[CH2:21][NH2:22])=[CH:15][CH:16]=3)[CH2:11]2)(=[O:8])=[O:9])[N:4]=[CH:3]1. The yield is 0.220. (4) The reactants are [F:1][C:2]1[C:10]([O:11][CH2:12][CH2:13][O:14][CH3:15])=[C:9]2[C:5]([CH:6]=[C:7]([C:16]([NH2:18])=O)[NH:8]2)=[CH:4][C:3]=1[O:19][C:20]1[CH:21]=[N:22][C:23]([S:26]([CH3:29])(=[O:28])=[O:27])=[CH:24][CH:25]=1.COC1C=CC(P2(SP(C3C=CC(OC)=CC=3)(=S)S2)=[S:39])=CC=1. The catalyst is O1CCCC1. The product is [F:1][C:2]1[C:10]([O:11][CH2:12][CH2:13][O:14][CH3:15])=[C:9]2[C:5]([CH:6]=[C:7]([C:16](=[S:39])[NH2:18])[NH:8]2)=[CH:4][C:3]=1[O:19][C:20]1[CH:21]=[N:22][C:23]([S:26]([CH3:29])(=[O:28])=[O:27])=[CH:24][CH:25]=1. The yield is 0.920. (5) The reactants are N1N[N:3]=[N:4][C:5]=1[C:6]1[CH:19]=[CH:18][C:17]2[C:8](=[C:9]3[C:14](=[CH:15][CH:16]=2)[CH:13]=[CH:12][CH:11]=[N:10]3)[N:7]=1.[N:20]1[CH:25]=[CH:24][CH:23]=[CH:22][CH:21]=1.[C:26](Cl)(=[O:36])[C:27]1[CH:35]=[CH:34][CH:33]=[C:29]([C:30](Cl)=[O:31])[CH:28]=1.O. The catalyst is CCCCCC.CO.C(Cl)(Cl)Cl. The product is [N:20]1[C:25]2[C:24](=[CH:15][CH:16]=[C:17]3[C:8]=2[N:7]=[CH:6][CH:19]=[CH:18]3)[CH:23]=[CH:22][C:21]=1[C:5]1[O:36][C:26]([C:27]2[CH:35]=[CH:34][CH:33]=[C:29]([C:30]3[O:31][C:5]([C:6]4[CH:19]=[CH:18][C:17]5[C:8](=[C:9]6[C:14](=[CH:15][CH:16]=5)[CH:13]=[CH:12][CH:11]=[N:10]6)[N:7]=4)=[N:4][N:3]=3)[CH:28]=2)=[N:3][N:4]=1. The yield is 0.840. (6) The reactants are C(NC(C)C)(C)C.C([Li])CCC.[CH3:13][O:14][C:15](=[O:27])[CH2:16][C:17]1[CH:22]=[CH:21][C:20]([S:23]([CH3:26])(=[O:25])=[O:24])=[CH:19][CH:18]=1.Br[CH2:29][CH:30]1[CH2:35][CH2:34][CH2:33][CH2:32][O:31]1. The catalyst is O1CCCC1.CN1CCCN(C)C1=O. The product is [CH3:13][O:14][C:15](=[O:27])[CH:16]([C:17]1[CH:18]=[CH:19][C:20]([S:23]([CH3:26])(=[O:24])=[O:25])=[CH:21][CH:22]=1)[CH2:29][CH:30]1[CH2:35][CH2:34][CH2:33][CH2:32][O:31]1. The yield is 0.110. (7) The reactants are [CH3:1][O:2][C:3]([C:5]1[C:10]([O:11][CH3:12])=[C:9]([NH2:13])[N:8]=[C:7](Cl)[N:6]=1)=[O:4].[Cl:15][C:16]1[CH:21]=[CH:20][C:19](B(O)O)=[C:18]([F:25])[C:17]=1[O:26][CH3:27].[F-].[Cs+]. The catalyst is COCCOC.O.C(OCC)(=O)C.Cl[Pd](Cl)([P](C1C=CC=CC=1)(C1C=CC=CC=1)C1C=CC=CC=1)[P](C1C=CC=CC=1)(C1C=CC=CC=1)C1C=CC=CC=1. The product is [CH3:1][O:2][C:3]([C:5]1[C:10]([O:11][CH3:12])=[C:9]([NH2:13])[N:8]=[C:7]([C:19]2[CH:20]=[CH:21][C:16]([Cl:15])=[C:17]([O:26][CH3:27])[C:18]=2[F:25])[N:6]=1)=[O:4]. The yield is 0.511. (8) The reactants are [F:1][C:2]1[CH:7]=[C:6]([F:8])[CH:5]=[C:4]([F:9])[C:3]=1[CH2:10][C:11]([NH:13][C:14]1[C:15]([C:20]([O:22]C)=O)=[N:16][CH:17]=[CH:18][N:19]=1)=[O:12].C([O-])([O-])=O.[K+].[K+].Cl. The catalyst is CN(C=O)C. The product is [OH:22][C:20]1[C:15]2[C:14](=[N:19][CH:18]=[CH:17][N:16]=2)[NH:13][C:11](=[O:12])[C:10]=1[C:3]1[C:4]([F:9])=[CH:5][C:6]([F:8])=[CH:7][C:2]=1[F:1]. The yield is 0.880.